Dataset: Cav3 T-type calcium channel HTS with 100,875 compounds. Task: Binary Classification. Given a drug SMILES string, predict its activity (active/inactive) in a high-throughput screening assay against a specified biological target. (1) The molecule is S(CCn1c2CC3C(C(N(C3)C(=O)c3ccccc3)(Cc3ccc(OC)cc3)C(OC)=O)c2cc1C(=O)N1CCCC1)CCO. The result is 0 (inactive). (2) The drug is S(=O)(=O)(N1C(CCCC1)C(=O)NCc1occc1)c1ccc(F)cc1. The result is 0 (inactive).